Task: Regression. Given two drug SMILES strings and cell line genomic features, predict the synergy score measuring deviation from expected non-interaction effect.. Dataset: NCI-60 drug combinations with 297,098 pairs across 59 cell lines (1) Synergy scores: CSS=-5.61, Synergy_ZIP=-2.40, Synergy_Bliss=-9.21, Synergy_Loewe=-19.1, Synergy_HSA=-12.4. Cell line: M14. Drug 1: CC(C1=C(C=CC(=C1Cl)F)Cl)OC2=C(N=CC(=C2)C3=CN(N=C3)C4CCNCC4)N. Drug 2: CC1=C(N=C(N=C1N)C(CC(=O)N)NCC(C(=O)N)N)C(=O)NC(C(C2=CN=CN2)OC3C(C(C(C(O3)CO)O)O)OC4C(C(C(C(O4)CO)O)OC(=O)N)O)C(=O)NC(C)C(C(C)C(=O)NC(C(C)O)C(=O)NCCC5=NC(=CS5)C6=NC(=CS6)C(=O)NCCC[S+](C)C)O. (2) Drug 1: CCC1=CC2CC(C3=C(CN(C2)C1)C4=CC=CC=C4N3)(C5=C(C=C6C(=C5)C78CCN9C7C(C=CC9)(C(C(C8N6C)(C(=O)OC)O)OC(=O)C)CC)OC)C(=O)OC.C(C(C(=O)O)O)(C(=O)O)O. Drug 2: C1=NC(=NC(=O)N1C2C(C(C(O2)CO)O)O)N. Cell line: DU-145. Synergy scores: CSS=50.0, Synergy_ZIP=-1.93, Synergy_Bliss=1.25, Synergy_Loewe=1.90, Synergy_HSA=1.96. (3) Drug 1: CC1OCC2C(O1)C(C(C(O2)OC3C4COC(=O)C4C(C5=CC6=C(C=C35)OCO6)C7=CC(=C(C(=C7)OC)O)OC)O)O. Drug 2: CC12CCC3C(C1CCC2OP(=O)(O)O)CCC4=C3C=CC(=C4)OC(=O)N(CCCl)CCCl.[Na+]. Cell line: KM12. Synergy scores: CSS=16.7, Synergy_ZIP=-8.14, Synergy_Bliss=-11.0, Synergy_Loewe=-11.5, Synergy_HSA=-7.56.